This data is from Reaction yield outcomes from USPTO patents with 853,638 reactions. The task is: Predict the reaction yield, written as a fraction of the theoretical maximum amount of product (1.0 means a 100% yield; for example, 0.34 means a 34% yield). (1) The reactants are [ClH:1].[Si:2]([O:19][CH2:20][C@@H:21]1[CH2:26][O:25][CH2:24][CH2:23][NH:22]1)([C:15]([CH3:18])([CH3:17])[CH3:16])([C:9]1[CH:14]=[CH:13][CH:12]=[CH:11][CH:10]=1)[C:3]1[CH:8]=[CH:7][CH:6]=[CH:5][CH:4]=1.[Si](OC[C@H]1COCCN1C(OC(C)(C)C)=O)(C(C)(C)C)(C1C=CC=CC=1)C1C=CC=CC=1. No catalyst specified. The product is [ClH:1].[Si:2]([O:19][CH2:20][C@H:21]1[CH2:26][O:25][CH2:24][CH2:23][NH:22]1)([C:15]([CH3:16])([CH3:17])[CH3:18])([C:9]1[CH:10]=[CH:11][CH:12]=[CH:13][CH:14]=1)[C:3]1[CH:8]=[CH:7][CH:6]=[CH:5][CH:4]=1. The yield is 0.770. (2) The reactants are [NH2:1][CH2:2][CH2:3][N:4]1[C:13](=[O:14])[C:12]2[C:7](=[CH:8][CH:9]=[CH:10][CH:11]=2)[NH:6][C:5]1=[O:15].[O:16]=[C:17]1[N:21]([C:22]2[CH:23]=[CH:24][C:25]3[S:26][CH2:27][C:28](=[O:32])[NH:29][C:30]=3[N:31]=2)[CH2:20][C@@H:19]([CH2:33]OS(C)(=O)=O)[O:18]1. No catalyst specified. The product is [O:16]=[C:17]1[N:21]([C:22]2[CH:23]=[CH:24][C:25]3[S:26][CH2:27][C:28](=[O:32])[NH:29][C:30]=3[N:31]=2)[CH2:20][C@@H:19]([CH2:33][NH:1][CH2:2][CH2:3][N:4]2[C:13](=[O:14])[C:12]3[C:7](=[CH:8][CH:9]=[CH:10][CH:11]=3)[NH:6][C:5]2=[O:15])[O:18]1. The yield is 0.180. (3) The reactants are [Br:1][C:2]1[CH:3]=[C:4]([CH:8]=[CH:9][CH:10]=1)[C:5]([OH:7])=[O:6].[CH3:11]O. The catalyst is S(=O)(=O)(O)O. The product is [Br:1][C:2]1[CH:3]=[C:4]([CH:8]=[CH:9][CH:10]=1)[C:5]([O:7][CH3:11])=[O:6]. The yield is 0.925. (4) The reactants are [F:1][C:2]1[CH:3]=[C:4](OS(C(F)(F)F)(=O)=O)[CH:5]=[CH:6][C:7]=1[N+:8]([O-:10])=[O:9].C(N(C(C)C)CC)(C)C.CC1(C)C2C(=C(P(C3C=CC=CC=3)C3C=CC=CC=3)C=CC=2)OC2C(P(C3C=CC=CC=3)C3C=CC=CC=3)=CC=CC1=2.[CH3:70][N:71]1[CH:75]=[C:74]([C:76]2[CH:77]=[CH:78][C:79]3[N:80]([C:82]([SH:85])=[N:83][N:84]=3)[N:81]=2)[CH:73]=[N:72]1. The catalyst is CN(C=O)C.[Pd].[Pd].C(=CC(C=CC1C=CC=CC=1)=O)C1C=CC=CC=1.C(=CC(C=CC1C=CC=CC=1)=O)C1C=CC=CC=1.C(=CC(C=CC1C=CC=CC=1)=O)C1C=CC=CC=1. The product is [F:1][C:2]1[CH:3]=[C:4]([S:85][C:82]2[N:80]3[N:81]=[C:76]([C:74]4[CH:73]=[N:72][N:71]([CH3:70])[CH:75]=4)[CH:77]=[CH:78][C:79]3=[N:84][N:83]=2)[CH:5]=[CH:6][C:7]=1[N+:8]([O-:10])=[O:9]. The yield is 0.240. (5) The reactants are [CH3:1][C:2]1[CH:21]=[CH:20][C:5]([CH2:6][NH:7][C:8]([C:10]23[CH2:19][CH:14]4[CH2:15][CH:16]([CH2:18][CH:12]([CH2:13]4)[CH2:11]2)[CH2:17]3)=[O:9])=[CH:4][CH:3]=1.[H-].[Na+].[CH3:24]I. The catalyst is CN(C=O)C. The product is [CH3:24][N:7]([CH2:6][C:5]1[CH:4]=[CH:3][C:2]([CH3:1])=[CH:21][CH:20]=1)[C:8]([C:10]12[CH2:19][CH:14]3[CH2:13][CH:12]([CH2:18][CH:16]([CH2:15]3)[CH2:17]1)[CH2:11]2)=[O:9]. The yield is 0.870.